This data is from TCR-epitope binding with 47,182 pairs between 192 epitopes and 23,139 TCRs. The task is: Binary Classification. Given a T-cell receptor sequence (or CDR3 region) and an epitope sequence, predict whether binding occurs between them. (1) The epitope is KRWIIMGLNK. The TCR CDR3 sequence is CASSLAFYETQYF. Result: 0 (the TCR does not bind to the epitope). (2) The epitope is KLNVGDYFV. The TCR CDR3 sequence is CASSLTELGHRADTQYF. Result: 0 (the TCR does not bind to the epitope).